From a dataset of Forward reaction prediction with 1.9M reactions from USPTO patents (1976-2016). Predict the product of the given reaction. Given the reactants [C:1]([OH:4])(=O)[CH3:2].CN(C(ON1N=NC2C=CC=NC1=2)=[N+](C)C)C.F[P-](F)(F)(F)(F)F.C(N(CC)CC)C.[NH2:36][C:37]1[N:42]=[CH:41][C:40]([C:43]2[CH:66]=[CH:65][C:46]3[N:47]([C:61]([CH3:64])([CH3:63])[CH3:62])[C:48]([C:50]4[CH:59]=[C:58]([F:60])[CH:57]=[CH:56][C:51]=4[C:52]([NH:54]O)=[NH:53])=[N:49][C:45]=3[CH:44]=2)=[CH:39][N:38]=1, predict the reaction product. The product is: [C:61]([N:47]1[C:46]2[CH:65]=[CH:66][C:43]([C:40]3[CH:41]=[N:42][C:37]([NH2:36])=[N:38][CH:39]=3)=[CH:44][C:45]=2[N:49]=[C:48]1[C:50]1[CH:59]=[C:58]([F:60])[CH:57]=[CH:56][C:51]=1[C:52]1[N:54]=[C:1]([CH3:2])[O:4][N:53]=1)([CH3:64])([CH3:62])[CH3:63].